From a dataset of Peptide-MHC class I binding affinity with 185,985 pairs from IEDB/IMGT. Regression. Given a peptide amino acid sequence and an MHC pseudo amino acid sequence, predict their binding affinity value. This is MHC class I binding data. (1) The peptide sequence is HPALVFDIT. The MHC is HLA-B51:01 with pseudo-sequence HLA-B51:01. The binding affinity (normalized) is 0.181. (2) The MHC is Mamu-A02 with pseudo-sequence Mamu-A02. The binding affinity (normalized) is 0. The peptide sequence is NSGEETIGEA.